This data is from Full USPTO retrosynthesis dataset with 1.9M reactions from patents (1976-2016). The task is: Predict the reactants needed to synthesize the given product. (1) Given the product [CH3:19][O:18][C@@H:5]([CH2:6][C:7]1[CH:8]=[CH:9][C:10]([O:13][CH2:14][C:15](=[O:17])[NH:26][CH2:25][CH2:24][CH2:23][N:22]([CH3:21])[C:27]2[CH:32]=[CH:31][CH:30]=[CH:29][CH:28]=2)=[CH:11][CH:12]=1)[C:4]([OH:3])=[O:20], predict the reactants needed to synthesize it. The reactants are: C([O:3][C:4](=[O:20])[C@@H:5]([O:18][CH3:19])[CH2:6][C:7]1[CH:12]=[CH:11][C:10]([O:13][CH2:14][C:15]([OH:17])=O)=[CH:9][CH:8]=1)C.[CH3:21][N:22]([C:27]1[CH:32]=[CH:31][CH:30]=[CH:29][CH:28]=1)[CH2:23][CH2:24][CH2:25][NH2:26].C(O[C@@H](CC1C=CC(O[C@@H](C(=O)NCCC2C=CC(OC3C=CC=CC=3)=CC=2)C)=CC=1)C(O)=O)C. (2) Given the product [NH:1]1[C:9]2[C:4](=[CH:5][CH:6]=[CH:7][CH:8]=2)[C:3]([CH2:10][CH2:11][NH:12][C:13](=[O:19])[O:14][C:15]([CH3:18])([CH3:17])[CH3:16])=[CH:2]1, predict the reactants needed to synthesize it. The reactants are: [NH:1]1[C:9]2[C:4](=[CH:5][CH:6]=[CH:7][CH:8]=2)[C:3]([CH2:10][CH2:11][NH2:12])=[CH:2]1.[C:13](O[C:13]([O:14][C:15]([CH3:18])([CH3:17])[CH3:16])=[O:19])(=[O:19])[O:14][C:15]([CH3:18])([CH3:17])[CH3:16]. (3) Given the product [CH2:28]([N:6]1[C@@H:2]([CH3:1])[CH2:3][C@H:4]([CH2:7][N:8]2[C:12]3[CH:13]=[CH:14][C:15]([C:17]4[CH:18]=[N:19][N:20]([CH:22]5[CH2:27][CH2:26][CH2:25][CH2:24][O:23]5)[CH:21]=4)=[CH:16][C:11]=3[N:10]=[CH:9]2)[CH2:5]1)[C:29]1[CH:34]=[CH:33][CH:32]=[CH:31][CH:30]=1, predict the reactants needed to synthesize it. The reactants are: [CH3:1][C@@H:2]1[NH:6][CH2:5][C@@H:4]([CH2:7][N:8]2[C:12]3[CH:13]=[CH:14][C:15]([C:17]4[CH:18]=[N:19][N:20]([CH:22]5[CH2:27][CH2:26][CH2:25][CH2:24][O:23]5)[CH:21]=4)=[CH:16][C:11]=3[N:10]=[CH:9]2)[CH2:3]1.[CH2:28](N1[C@@H](C)C[C@H](CN)C1)[C:29]1[CH:34]=[CH:33][CH:32]=[CH:31][CH:30]=1.BrC1C=CC(F)=C([N+]([O-])=O)C=1. (4) Given the product [Br:8][C:9]1[CH:14]=[C:13]([CH2:15][N:1]2[CH2:6][CH2:5][CH2:4][CH2:3][C:2]2=[O:7])[CH:12]=[N:11][CH:10]=1, predict the reactants needed to synthesize it. The reactants are: [NH:1]1[CH2:6][CH2:5][CH2:4][CH2:3][C:2]1=[O:7].[Br:8][C:9]1[CH:10]=[N:11][CH:12]=[C:13]([CH2:15]Cl)[CH:14]=1.[H-].[Na+].